This data is from NCI-60 drug combinations with 297,098 pairs across 59 cell lines. The task is: Regression. Given two drug SMILES strings and cell line genomic features, predict the synergy score measuring deviation from expected non-interaction effect. (1) Drug 1: CC1=C(C=C(C=C1)NC2=NC=CC(=N2)N(C)C3=CC4=NN(C(=C4C=C3)C)C)S(=O)(=O)N.Cl. Drug 2: COC1=NC(=NC2=C1N=CN2C3C(C(C(O3)CO)O)O)N. Cell line: 786-0. Synergy scores: CSS=3.77, Synergy_ZIP=-1.31, Synergy_Bliss=-1.32, Synergy_Loewe=-0.757, Synergy_HSA=-0.767. (2) Drug 1: C1C(C(OC1N2C=NC(=NC2=O)N)CO)O. Drug 2: CC1C(C(CC(O1)OC2CC(CC3=C2C(=C4C(=C3O)C(=O)C5=CC=CC=C5C4=O)O)(C(=O)C)O)N)O. Cell line: HCC-2998. Synergy scores: CSS=60.2, Synergy_ZIP=-8.15, Synergy_Bliss=-11.8, Synergy_Loewe=-36.3, Synergy_HSA=-8.33. (3) Drug 1: CC(C1=C(C=CC(=C1Cl)F)Cl)OC2=C(N=CC(=C2)C3=CN(N=C3)C4CCNCC4)N. Drug 2: CCC1(CC2CC(C3=C(CCN(C2)C1)C4=CC=CC=C4N3)(C5=C(C=C6C(=C5)C78CCN9C7C(C=CC9)(C(C(C8N6C=O)(C(=O)OC)O)OC(=O)C)CC)OC)C(=O)OC)O.OS(=O)(=O)O. Cell line: KM12. Synergy scores: CSS=55.8, Synergy_ZIP=-4.99, Synergy_Bliss=-4.67, Synergy_Loewe=-9.36, Synergy_HSA=0.650. (4) Drug 1: CN(C(=O)NC(C=O)C(C(C(CO)O)O)O)N=O. Drug 2: CC(C)NC(=O)C1=CC=C(C=C1)CNNC.Cl. Cell line: SF-268. Synergy scores: CSS=0.493, Synergy_ZIP=-0.579, Synergy_Bliss=-2.88, Synergy_Loewe=-4.29, Synergy_HSA=-4.31. (5) Drug 1: CC(C1=C(C=CC(=C1Cl)F)Cl)OC2=C(N=CC(=C2)C3=CN(N=C3)C4CCNCC4)N. Drug 2: CC(C)(C#N)C1=CC(=CC(=C1)CN2C=NC=N2)C(C)(C)C#N. Cell line: HS 578T. Synergy scores: CSS=2.12, Synergy_ZIP=2.47, Synergy_Bliss=5.50, Synergy_Loewe=-0.643, Synergy_HSA=-0.0328. (6) Drug 1: CC1=C2C(C(=O)C3(C(CC4C(C3C(C(C2(C)C)(CC1OC(=O)C(C(C5=CC=CC=C5)NC(=O)OC(C)(C)C)O)O)OC(=O)C6=CC=CC=C6)(CO4)OC(=O)C)OC)C)OC. Drug 2: C1C(C(OC1N2C=NC(=NC2=O)N)CO)O. Cell line: CCRF-CEM. Synergy scores: CSS=78.2, Synergy_ZIP=11.7, Synergy_Bliss=6.71, Synergy_Loewe=8.49, Synergy_HSA=11.8. (7) Drug 1: CC1=C(C(=CC=C1)Cl)NC(=O)C2=CN=C(S2)NC3=CC(=NC(=N3)C)N4CCN(CC4)CCO. Synergy scores: CSS=18.2, Synergy_ZIP=-6.01, Synergy_Bliss=0.485, Synergy_Loewe=-2.48, Synergy_HSA=-1.36. Drug 2: CC12CCC3C(C1CCC2OP(=O)(O)O)CCC4=C3C=CC(=C4)OC(=O)N(CCCl)CCCl.[Na+]. Cell line: SNB-19. (8) Synergy scores: CSS=-0.818, Synergy_ZIP=0.0395, Synergy_Bliss=0.211, Synergy_Loewe=-1.15, Synergy_HSA=-0.943. Drug 1: CC(C)CN1C=NC2=C1C3=CC=CC=C3N=C2N. Cell line: NCI-H460. Drug 2: COCCOC1=C(C=C2C(=C1)C(=NC=N2)NC3=CC=CC(=C3)C#C)OCCOC.Cl.